Dataset: Full USPTO retrosynthesis dataset with 1.9M reactions from patents (1976-2016). Task: Predict the reactants needed to synthesize the given product. (1) Given the product [O:9]=[C:1]([C:2]1[CH:3]=[CH:4][N:5]=[CH:6][CH:7]=1)[CH2:17][C:15]([O:14][CH2:13][CH3:12])=[O:16], predict the reactants needed to synthesize it. The reactants are: [C:1]([O:9]CC)(=O)[C:2]1[CH:7]=[CH:6][N:5]=[CH:4][CH:3]=1.[CH3:12][CH2:13][O:14][C:15]([CH3:17])=[O:16].[H-].[Na+].C(O)(=O)CC(CC(O)=O)(C(O)=O)O. (2) Given the product [CH:9]([C:8]1[C:7]([CH3:11])=[C:6]([C:22]2[N:27]=[C:26]([C:28]([O:30][CH3:31])=[O:29])[CH:25]=[CH:24][CH:23]=2)[CH:5]=[CH:4][C:3]=1[O:2][CH3:1])=[O:10], predict the reactants needed to synthesize it. The reactants are: [CH3:1][O:2][C:3]1[C:8]([CH:9]=[O:10])=[C:7]([CH3:11])[C:6](B2OC(C)(C)C(C)(C)O2)=[CH:5][CH:4]=1.Br[C:22]1[N:27]=[C:26]([C:28]([O:30][CH3:31])=[O:29])[CH:25]=[CH:24][CH:23]=1.C(=O)([O-])[O-].[Na+].[Na+].[Cl-].[NH4+].C(=O)([O-])[O-].[K+].[K+].CI. (3) Given the product [Br:14][C:9]1[C:10]([CH3:13])=[C:11]([CH3:12])[C:2]([OH:16])=[C:3]([CH:8]=1)[C:4]([O:6][CH3:7])=[O:5], predict the reactants needed to synthesize it. The reactants are: N[C:2]1[C:11]([CH3:12])=[C:10]([CH3:13])[C:9]([Br:14])=[CH:8][C:3]=1[C:4]([O:6][CH3:7])=[O:5].N([O-])=[O:16].[Na+]. (4) Given the product [F:1][C:2]1[CH:3]=[C:4]([C:9](=[O:11])[CH3:10])[CH:5]=[CH:6][C:7]=1[O:8][CH:18]([CH3:20])[CH3:19], predict the reactants needed to synthesize it. The reactants are: [F:1][C:2]1[CH:3]=[C:4]([C:9](=[O:11])[CH3:10])[CH:5]=[CH:6][C:7]=1[OH:8].C(=O)([O-])[O-].[K+].[K+].[CH:18](I)([CH3:20])[CH3:19]. (5) Given the product [ClH:1].[ClH:1].[CH2:61]([O:60][C:57]1[CH:58]=[CH:59][C:54]([CH:46]([C:47]2([OH:53])[CH2:52][CH2:51][CH2:50][CH2:49][CH2:48]2)[CH2:45][N:42]2[CH2:43][CH2:44][C@@H:40]([NH:39][CH3:38])[CH2:41]2)=[CH:55][CH:56]=1)[C:62]1[CH:63]=[CH:64][CH:65]=[CH:66][CH:67]=1, predict the reactants needed to synthesize it. The reactants are: [ClH:1].Cl.C(OC1C=CC(C(N2CC[C@@H](NC)C2)CC2(O)CCCCC2)=CC=1)C1C=CC=CC=1.C(O[C:38](=O)[NH:39][C@@H:40]1[CH2:44][CH2:43][N:42]([C:45](=O)[CH:46]([C:54]2[CH:59]=[CH:58][C:57]([O:60][CH2:61][C:62]3[CH:67]=[CH:66][CH:65]=[CH:64][CH:63]=3)=[CH:56][CH:55]=2)[C:47]2([OH:53])[CH2:52][CH2:51][CH2:50][CH2:49][CH2:48]2)[CH2:41]1)(C)(C)C. (6) The reactants are: [C:1]([O:5][C:6]([N:8]1[CH2:13][CH2:12][O:11][CH:10]([CH2:14][O:15]CC2C=CC=CC=2)[CH2:9]1)=[O:7])([CH3:4])([CH3:3])[CH3:2].[H][H]. Given the product [C:1]([O:5][C:6]([N:8]1[CH2:13][CH2:12][O:11][CH:10]([CH2:14][OH:15])[CH2:9]1)=[O:7])([CH3:4])([CH3:3])[CH3:2], predict the reactants needed to synthesize it. (7) Given the product [C:1]([O:5][C:6]([NH:8][C@@H:9]([C:14]([NH:18][C@H:19]([C:23]([O:25][CH3:26])=[O:24])[CH2:20][CH2:21][CH3:22])=[O:16])[CH2:10][CH:11]([CH3:12])[CH3:13])=[O:7])([CH3:2])([CH3:3])[CH3:4], predict the reactants needed to synthesize it. The reactants are: [C:1]([O:5][C:6]([NH:8][C@@H:9]([C:14]([OH:16])=O)[CH2:10][CH:11]([CH3:13])[CH3:12])=[O:7])([CH3:4])([CH3:3])[CH3:2].Cl.[NH2:18][C@H:19]([C:23]([O:25][CH3:26])=[O:24])[CH2:20][CH2:21][CH3:22]. (8) Given the product [Cl:24][C:25]1[CH:26]=[CH:27][CH:28]=[C:29]2[C:33]=1[N:32]([CH2:34][CH2:35][C:36]([N:7]1[CH2:6][CH2:5][N:4]([C:8]3[CH:9]=[CH:10][C:11]([S:14]([NH:17][C:18]4[CH:23]=[CH:22][N:21]=[CH:20][N:19]=4)(=[O:16])=[O:15])=[CH:12][CH:13]=3)[CH2:3][C@H:2]1[CH3:1])=[O:37])[CH:31]=[CH:30]2, predict the reactants needed to synthesize it. The reactants are: [CH3:1][C@H:2]1[NH:7][CH2:6][CH2:5][N:4]([C:8]2[CH:13]=[CH:12][C:11]([S:14]([NH:17][C:18]3[CH:23]=[CH:22][N:21]=[CH:20][N:19]=3)(=[O:16])=[O:15])=[CH:10][CH:9]=2)[CH2:3]1.[Cl:24][C:25]1[CH:26]=[CH:27][CH:28]=[C:29]2[C:33]=1[N:32]([CH2:34][CH2:35][C:36](O)=[O:37])[CH:31]=[CH:30]2.CN([P+](ON1N=NC2C=CC=CC1=2)(N(C)C)N(C)C)C.F[P-](F)(F)(F)(F)F.C(N(CC)CC)C. (9) Given the product [N:7]1([CH2:11][CH2:12][N:13]2[CH2:14][CH2:15][N:16]([CH2:19][C:20]3[CH:25]=[CH:24][CH:23]=[CH:22][CH:21]=3)[CH2:17][CH2:18]2)[CH2:8][CH2:9][CH2:10]1, predict the reactants needed to synthesize it. The reactants are: [H-].[Al+3].[Li+].[H-].[H-].[H-].[N:7]1([C:11](=O)[CH2:12][N:13]2[CH2:18][CH2:17][N:16]([C:19](=O)[C:20]3[CH:25]=[CH:24][CH:23]=[CH:22][CH:21]=3)[CH2:15][CH2:14]2)[CH2:10][CH2:9][CH2:8]1.O.[OH-].[Na+]. (10) Given the product [CH3:24][C:19]1[C:25]([CH3:26])=[C:21]([CH3:20])[C:22]([CH3:1])=[C:17]([C:12]2[CH:11]=[CH:10][CH:15]=[CH:14][CH:13]=2)[CH:18]=1, predict the reactants needed to synthesize it. The reactants are: [CH3:1]C1C=CC=CC=1C.C[C:10]1[CH:11]=[C:12]([C:17]2[CH:22]=[CH:21][C:20](C)=[C:19]([CH3:24])[CH:18]=2)[CH:13]=[CH:14][C:15]=1C.[C:25](O)(=O)[CH3:26].